Dataset: Forward reaction prediction with 1.9M reactions from USPTO patents (1976-2016). Task: Predict the product of the given reaction. (1) Given the reactants [CH3:1][S:2][C:3]1[CH:4]=[C:5]([SH:9])[CH:6]=[CH:7][CH:8]=1.F[C:11]1[CH:18]=[CH:17][C:14]([CH:15]=[O:16])=[CH:13][CH:12]=1.[S:19](S([O-])=O)([O-:22])(=[O:21])=[O:20].[Na+:26].[Na+], predict the reaction product. The product is: [OH:16][CH:15]([C:14]1[CH:17]=[CH:18][C:11]([S:9][C:5]2[CH:6]=[CH:7][CH:8]=[C:3]([S:2][CH3:1])[CH:4]=2)=[CH:12][CH:13]=1)[S:19]([O-:22])(=[O:21])=[O:20].[Na+:26]. (2) Given the reactants [NH2:1][C:2]1[N:10]=[CH:9][C:8]([Cl:11])=[CH:7][C:3]=1[C:4]([NH2:6])=[O:5].Br[CH2:13][C:14]1[CH:19]=[CH:18][CH:17]=[CH:16][C:15]=1[S:20]([CH:23]1[CH2:27][CH2:26][CH2:25][CH2:24]1)(=[O:22])=[O:21].C(OCC)(=O)C, predict the reaction product. The product is: [ClH:11].[Cl:11][C:8]1[CH:7]=[C:3]([C:4]([NH2:6])=[O:5])[C:2](=[NH:1])[N:10]([CH2:13][C:14]2[CH:19]=[CH:18][CH:17]=[CH:16][C:15]=2[S:20]([CH:23]2[CH2:24][CH2:25][CH2:26][CH2:27]2)(=[O:22])=[O:21])[CH:9]=1. (3) Given the reactants C([N:4]1[C:8]2[CH:9]([C:26]3[CH:31]=[CH:30][C:29]([Cl:32])=[CH:28][CH:27]=3)[N:10]([C:13]3[CH:14]=[C:15]([CH3:25])[C:16]4[N:17]([C:19]([CH:22]([F:24])[F:23])=[N:20][N:21]=4)[CH:18]=3)[C:11](=[O:12])[C:7]=2[N:6]=[C:5]1Br)C=C.[CH3:34][O:35][C:36]1[CH:41]=[CH:40][C:39](B(O)O)=[CH:38][N:37]=1, predict the reaction product. The product is: [Cl:32][C:29]1[CH:28]=[CH:27][C:26]([CH:9]2[C:8]3[NH:4][C:5]([C:39]4[CH:38]=[N:37][C:36]([O:35][CH3:34])=[CH:41][CH:40]=4)=[N:6][C:7]=3[C:11](=[O:12])[N:10]2[C:13]2[CH:14]=[C:15]([CH3:25])[C:16]3[N:17]([C:19]([CH:22]([F:23])[F:24])=[N:20][N:21]=3)[CH:18]=2)=[CH:31][CH:30]=1. (4) The product is: [C:1]([O:5][C:6]([N:8]1[CH2:13][CH2:12][CH:11]([N:14]2[C:18]3=[N:19][C:20]([O:24][CH3:25])=[N:21][C:22]([Cl:28])=[C:17]3[CH:16]=[N:15]2)[CH2:10][CH2:9]1)=[O:7])([CH3:4])([CH3:3])[CH3:2]. Given the reactants [C:1]([O:5][C:6]([N:8]1[CH2:13][CH2:12][CH:11]([N:14]2[C:18]3[N:19]=[C:20]([O:24][CH3:25])[NH:21][C:22](=O)[C:17]=3[CH:16]=[N:15]2)[CH2:10][CH2:9]1)=[O:7])([CH3:4])([CH3:3])[CH3:2].P(Cl)(Cl)([Cl:28])=O, predict the reaction product.